The task is: Predict the reactants needed to synthesize the given product.. This data is from Full USPTO retrosynthesis dataset with 1.9M reactions from patents (1976-2016). Given the product [CH3:6][N:7]1[CH:3]([CH3:4])[CH2:2][O:9][C:8]1=[O:10].[CH3:6][N:7]1[CH2:2][CH:3]([CH3:4])[O:9][C:8]1=[O:10], predict the reactants needed to synthesize it. The reactants are: Cl[CH2:2][CH:3](Cl)[CH3:4].[CH3:6][NH2:7].[C:8](=[O:10])=[O:9].